This data is from Full USPTO retrosynthesis dataset with 1.9M reactions from patents (1976-2016). The task is: Predict the reactants needed to synthesize the given product. (1) Given the product [CH3:5][O:6][C:7]([C:9]1[S:10][C:11]([C:31]2[CH:36]=[CH:35][CH:34]=[CH:33][CH:32]=2)=[CH:12][C:13]=1[N:14]([C:22]([CH:24]1[CH2:25][CH2:26][CH:27]([CH3:30])[CH2:28][CH2:29]1)=[O:23])[CH:15]1[CH2:20][CH2:19][C:18](=[CH2:2])[CH2:17][CH2:16]1)=[O:8], predict the reactants needed to synthesize it. The reactants are: Br[CH:2](Br)C.[CH3:5][O:6][C:7]([C:9]1[S:10][C:11]([C:31]2[CH:36]=[CH:35][CH:34]=[CH:33][CH:32]=2)=[CH:12][C:13]=1[N:14]([C:22]([CH:24]1[CH2:29][CH2:28][CH:27]([CH3:30])[CH2:26][CH2:25]1)=[O:23])[CH:15]1[CH2:20][CH2:19][C:18](=O)[CH2:17][CH2:16]1)=[O:8].C(=O)(O)[O-].[Na+]. (2) Given the product [Br:20][CH2:21][CH2:22][CH2:23][N:10]1[CH2:11][C:12]2[CH:17]=[CH:16][CH:15]=[CH:14][C:13]=2[N:8]([C:3]2[CH:4]=[CH:5][CH:6]=[CH:7][C:2]=2[F:1])[S:9]1(=[O:19])=[O:18], predict the reactants needed to synthesize it. The reactants are: [F:1][C:2]1[CH:7]=[CH:6][CH:5]=[CH:4][C:3]=1[N:8]1[C:13]2[CH:14]=[CH:15][CH:16]=[CH:17][C:12]=2[CH2:11][NH:10][S:9]1(=[O:19])=[O:18].[Br:20][CH2:21][CH2:22][CH2:23]O. (3) Given the product [CH2:23]([N:25]([CH:26]([CH3:35])[C:27](=[O:28])[C:29]1[CH:34]=[CH:33][CH:32]=[CH:31][CH:30]=1)[C:1]([C:4]1[N:5]=[C:6]([CH:9]2[CH2:14][CH2:13][N:12]([C:15]([O:17][C:18]([CH3:21])([CH3:20])[CH3:19])=[O:16])[CH2:11][CH2:10]2)[S:7][CH:8]=1)=[O:3])[CH3:24], predict the reactants needed to synthesize it. The reactants are: [C:1]([C:4]1[N:5]=[C:6]([CH:9]2[CH2:14][CH2:13][N:12]([C:15]([O:17][C:18]([CH3:21])([CH3:20])[CH3:19])=[O:16])[CH2:11][CH2:10]2)[S:7][CH:8]=1)([OH:3])=O.Cl.[CH2:23]([NH:25][CH:26]([CH3:35])[C:27]([C:29]1[CH:34]=[CH:33][CH:32]=[CH:31][CH:30]=1)=[O:28])[CH3:24].CN(C(ON1N=NC2C=CC=CC1=2)=[N+](C)C)C.F[P-](F)(F)(F)(F)F.C(N(C(C)C)C(C)C)C.